The task is: Regression. Given a peptide amino acid sequence and an MHC pseudo amino acid sequence, predict their binding affinity value. This is MHC class II binding data.. This data is from Peptide-MHC class II binding affinity with 134,281 pairs from IEDB. The MHC is DRB1_1501 with pseudo-sequence DRB1_1501. The binding affinity (normalized) is 0.554. The peptide sequence is NHFFNHHKVMLLGHS.